This data is from Forward reaction prediction with 1.9M reactions from USPTO patents (1976-2016). The task is: Predict the product of the given reaction. (1) Given the reactants Br[C:2]1[C:7]([O:8][CH2:9][C:10]([NH:12][CH2:13][CH2:14][CH3:15])=[O:11])=[C:6]([O:16][CH3:17])[C:5]([O:18][CH:19]([F:21])[F:20])=[CH:4][CH:3]=1.C(=O)([O-])[O-].[Cs+].[Cs+].CC1(C)C(C)(C)OB([C:36]2[CH:37]=[C:38]3[C:42](=[CH:43][CH:44]=2)[C:41](=[O:45])[NH:40][CH2:39]3)O1, predict the reaction product. The product is: [F:20][CH:19]([F:21])[O:18][C:5]1[C:6]([O:16][CH3:17])=[C:7]([C:2]([C:36]2[CH:37]=[C:38]3[C:42](=[CH:43][CH:44]=2)[C:41](=[O:45])[NH:40][CH2:39]3)=[CH:3][CH:4]=1)[O:8][CH2:9][C:10]([NH:12][CH2:13][CH2:14][CH3:15])=[O:11]. (2) Given the reactants CC(C)([O-])C.[K+].[Cl:7][C:8]1[CH:13]=[C:12]([Cl:14])[CH:11]=[CH:10][C:9]=1[OH:15].Cl[C:17]1[S:21][C:20]([C:22](=[O:24])[CH3:23])=[CH:19][C:18]=1[N+:25]([O-:27])=[O:26].O, predict the reaction product. The product is: [Cl:7][C:8]1[CH:13]=[C:12]([Cl:14])[CH:11]=[CH:10][C:9]=1[O:15][C:17]1[S:21][C:20]([C:22](=[O:24])[CH3:23])=[CH:19][C:18]=1[N+:25]([O-:27])=[O:26]. (3) Given the reactants [CH2:1]([O:8][CH2:9][CH2:10][CH2:11][C:12]1[CH:17]=[C:16]([Sn](C)(C)C)[N:15]=[C:14]([C:22]#[N:23])[N:13]=1)[C:2]1[CH:7]=[CH:6][CH:5]=[CH:4][CH:3]=1.[F:24][C:25]([C:28]1[CH:33]=[CH:32][CH:31]=[CH:30][C:29]=1Br)([F:27])[F:26], predict the reaction product. The product is: [CH2:1]([O:8][CH2:9][CH2:10][CH2:11][C:12]1[CH:17]=[C:16]([C:30]2[CH:31]=[CH:32][CH:33]=[C:28]([C:25]([F:27])([F:26])[F:24])[CH:29]=2)[N:15]=[C:14]([C:22]#[N:23])[N:13]=1)[C:2]1[CH:7]=[CH:6][CH:5]=[CH:4][CH:3]=1. (4) Given the reactants [OH-].[Na+].[F:3][C:4]1[CH:5]=[CH:6][CH:7]=[C:8]2[C:13]=1[N:12]=[C:11]([N:14]1[CH2:19][CH2:18][N:17]([C:20]3[CH:25]=[CH:24][CH:23]=[C:22]([O:26][CH3:27])[CH:21]=3)[CH2:16][CH2:15]1)[N:10]([C:28]1[CH:33]=[C:32]([C:34]([F:37])([F:36])[F:35])[CH:31]=[CH:30][C:29]=1[O:38][CH3:39])[CH:9]2[CH2:40][C:41]([O:43]C)=[O:42], predict the reaction product. The product is: [F:3][C:4]1[CH:5]=[CH:6][CH:7]=[C:8]2[C:13]=1[N:12]=[C:11]([N:14]1[CH2:15][CH2:16][N:17]([C:20]3[CH:25]=[CH:24][CH:23]=[C:22]([O:26][CH3:27])[CH:21]=3)[CH2:18][CH2:19]1)[N:10]([C:28]1[CH:33]=[C:32]([C:34]([F:37])([F:36])[F:35])[CH:31]=[CH:30][C:29]=1[O:38][CH3:39])[CH:9]2[CH2:40][C:41]([OH:43])=[O:42]. (5) Given the reactants C[N:2]([CH3:15])[CH:3]=[CH:4][C:5]([C:7]1[CH:12]=[C:11]([CH3:13])[N:10]=[C:9]([CH3:14])[CH:8]=1)=O.NC1[C:21]([C:22]([C:24]2[CH:29]=[CH:28][CH:27]=[CH:26][N:25]=2)=[O:23])=[CH:20][NH:19][N:18]=1.O, predict the reaction product. The product is: [N:25]1[CH:26]=[CH:27][CH:28]=[CH:29][C:24]=1[C:22]([C:21]1[CH:20]=[N:19][N:18]2[C:5]([C:7]3[CH:8]=[C:9]([CH3:14])[N:10]=[C:11]([CH3:13])[CH:12]=3)=[CH:4][CH:3]=[N:2][C:15]=12)=[O:23]. (6) Given the reactants [F:1][C:2]1[C:7]2[CH:8]=[CH:9][O:10][C:6]=2[C:5]([C:11]2[CH:27]=[CH:26][C:14]([O:15][CH2:16][C:17]3[CH:18]=[C:19]([CH:23]=[CH:24][CH:25]=3)[C:20](O)=[O:21])=[CH:13][CH:12]=2)=[CH:4][C:3]=1[F:28].[S:29]1[CH2:33][C@@H:32]([C:34]([OH:36])=[O:35])[NH:31][CH2:30]1, predict the reaction product. The product is: [F:1][C:2]1[C:7]2[CH:8]=[CH:9][O:10][C:6]=2[C:5]([C:11]2[CH:12]=[CH:13][C:14]([O:15][CH2:16][C:17]3[CH:18]=[C:19]([CH:23]=[CH:24][CH:25]=3)[C:20]([N:31]3[C@H:32]([C:34]([OH:36])=[O:35])[CH2:33][S:29][CH2:30]3)=[O:21])=[CH:26][CH:27]=2)=[CH:4][C:3]=1[F:28].